From a dataset of Forward reaction prediction with 1.9M reactions from USPTO patents (1976-2016). Predict the product of the given reaction. (1) Given the reactants [O:1]=[C:2]1[C:7]2[CH:8]=[CH:9][CH:10]=[CH:11][C:6]=2[S:5][C:4]([C:12]2[N:17]=[C:16]([NH:18][CH2:19][C:20]([O:22]C(C)(C)C)=[O:21])[N:15]=[CH:14][CH:13]=2)=[N:3]1.C(OC(C)C)(C)C, predict the reaction product. The product is: [O:1]=[C:2]1[C:7]2[CH:8]=[CH:9][CH:10]=[CH:11][C:6]=2[S:5][C:4]([C:12]2[N:17]=[C:16]([NH:18][CH2:19][C:20]([OH:22])=[O:21])[N:15]=[CH:14][CH:13]=2)=[N:3]1. (2) Given the reactants C1(N=C=O)C=CC(N=C=O)=CC=1.[C:13]([C:15]1[CH:20]=[CH:19][CH:18]=[CH:17][C:16]=1[NH:21][C:22](=[O:24])[CH3:23])#[CH:14].[CH2:25]([O:27][C:28](=[O:37])[CH2:29][CH2:30][CH2:31][CH2:32][CH2:33][N+:34]([O-])=[O:35])[CH3:26].C(N(CC)CC)C, predict the reaction product. The product is: [CH2:25]([O:27][C:28](=[O:37])[CH2:29][CH2:30][CH2:31][CH2:32][C:33]1[CH:14]=[C:13]([C:15]2[CH:20]=[CH:19][CH:18]=[CH:17][C:16]=2[NH:21][C:22](=[O:24])[CH3:23])[O:35][N:34]=1)[CH3:26]. (3) Given the reactants [F:1][C:2]1[CH:7]=[CH:6][CH:5]=[CH:4][C:3]=1[C:8]1[N:13]=[C:12]2[C:14](B3OC(C)(C)C(C)(C)O3)=[CH:15][N:16]([S:17]([C:20]3[CH:26]=[CH:25][C:23]([CH3:24])=[CH:22][CH:21]=3)(=[O:19])=[O:18])[C:11]2=[CH:10][CH:9]=1.Cl[C:37]1[N:38]=[N:39][CH:40]=[C:41]([O:43][CH3:44])[CH:42]=1.P([O-])([O-])([O-])=O.[K+].[K+].[K+], predict the reaction product. The product is: [F:1][C:2]1[CH:7]=[CH:6][CH:5]=[CH:4][C:3]=1[C:8]1[N:13]=[C:12]2[C:14]([C:37]3[N:38]=[N:39][CH:40]=[C:41]([O:43][CH3:44])[CH:42]=3)=[CH:15][N:16]([S:17]([C:20]3[CH:26]=[CH:25][C:23]([CH3:24])=[CH:22][CH:21]=3)(=[O:18])=[O:19])[C:11]2=[CH:10][CH:9]=1. (4) Given the reactants CON(C)[C:4]([C:6]1[CH:11]=[CH:10][C:9]([CH3:12])=[CH:8][CH:7]=1)=[O:5].[CH3:14][C:15]1[CH:23]=[CH:22][C:18]([CH2:19][Mg]Cl)=[CH:17][CH:16]=1.Cl, predict the reaction product. The product is: [C:9]1([CH3:12])[CH:10]=[CH:11][C:6]([C:4](=[O:5])[CH2:14][C:15]2[CH:23]=[CH:22][C:18]([CH3:19])=[CH:17][CH:16]=2)=[CH:7][CH:8]=1. (5) Given the reactants [N+:1]([C:4]1[CH:9]=[CH:8][C:7]([CH:10]2[CH2:15][CH2:14][NH:13][CH2:12][CH2:11]2)=[CH:6][CH:5]=1)([O-:3])=[O:2].C([O-])([O-])=O.[K+].[K+].I[CH:23]([CH3:25])[CH3:24], predict the reaction product. The product is: [CH:23]([N:13]1[CH2:12][CH2:11][CH:10]([C:7]2[CH:8]=[CH:9][C:4]([N+:1]([O-:3])=[O:2])=[CH:5][CH:6]=2)[CH2:15][CH2:14]1)([CH3:25])[CH3:24]. (6) Given the reactants I[CH:2]([CH3:4])[CH3:3].[Cl:5][C@H:6]1[C@H:10]([CH2:11][CH2:12][CH2:13][C:14]2[S:18][C:17]([C:19]([OH:21])=[O:20])=[CH:16][CH:15]=2)[C@@H:9]([C:22]#[C:23][C:24]2[CH:29]=[CH:28][CH:27]=[CH:26][CH:25]=2)[C@H:8]([OH:30])[CH2:7]1.C1CCN2C(=NCCC2)CC1, predict the reaction product. The product is: [Cl:5][C@H:6]1[C@H:10]([CH2:11][CH2:12][CH2:13][C:14]2[S:18][C:17]([C:19]([O:21][CH:2]([CH3:4])[CH3:3])=[O:20])=[CH:16][CH:15]=2)[C@@H:9]([C:22]#[C:23][C:24]2[CH:25]=[CH:26][CH:27]=[CH:28][CH:29]=2)[C@H:8]([OH:30])[CH2:7]1. (7) Given the reactants [CH2:1]([NH:3][CH2:4][C:5]1([OH:18])[CH2:10][CH2:9][N:8]([C:11]([O:13][C:14]([CH3:17])([CH3:16])[CH3:15])=[O:12])[CH2:7][CH2:6]1)[CH3:2].C(N(CC)CC)C.[Cl:26][CH2:27][C:28](Cl)=[O:29], predict the reaction product. The product is: [Cl:26][CH2:27][C:28]([N:3]([CH2:4][C:5]1([OH:18])[CH2:10][CH2:9][N:8]([C:11]([O:13][C:14]([CH3:17])([CH3:16])[CH3:15])=[O:12])[CH2:7][CH2:6]1)[CH2:1][CH3:2])=[O:29].